This data is from Full USPTO retrosynthesis dataset with 1.9M reactions from patents (1976-2016). The task is: Predict the reactants needed to synthesize the given product. (1) Given the product [OH:20][CH2:19][C@@H:17]1[CH2:18][C@H:16]1[C:14]#[C:15][C:2]1[CH:3]=[CH:4][C:5]2[CH:9]=[C:8]([C:10]([OH:12])=[O:11])[S:7][C:6]=2[CH:13]=1, predict the reactants needed to synthesize it. The reactants are: Br[C:2]1[CH:3]=[CH:4][C:5]2[CH:9]=[C:8]([C:10]([OH:12])=[O:11])[S:7][C:6]=2[CH:13]=1.[C:14]([C@@H:16]1[CH2:18][C@H:17]1[CH2:19][OH:20])#[CH:15].C(N(CC)CC)C. (2) Given the product [F:1][C:2]1[CH:9]=[C:8]([F:10])[CH:7]=[CH:6][C:3]=1[CH:4]([S:25]([C:22]1[CH:23]=[CH:24][C:19]([CH3:28])=[CH:20][CH:21]=1)(=[O:27])=[O:26])[NH:13][CH:11]=[O:12], predict the reactants needed to synthesize it. The reactants are: [F:1][C:2]1[CH:9]=[C:8]([F:10])[CH:7]=[CH:6][C:3]=1[CH:4]=O.[CH:11]([NH2:13])=[O:12].Cl[Si](C)(C)C.[C:19]1([CH3:28])[CH:24]=[CH:23][C:22]([S:25]([OH:27])=[O:26])=[CH:21][CH:20]=1. (3) Given the product [C:25]([O:29][C:30]([NH:32][CH2:33][C:34]1[CH:35]=[CH:36][C:37]([C:38]([NH:1][CH2:2][C:3]2[CH:15]=[CH:14][C:6]([O:7][CH2:8][CH2:9][C:10]([O:12][CH3:13])=[O:11])=[CH:5][CH:4]=2)=[O:39])=[CH:41][CH:42]=1)=[O:31])([CH3:28])([CH3:26])[CH3:27], predict the reactants needed to synthesize it. The reactants are: [NH2:1][CH2:2][C:3]1[CH:15]=[CH:14][C:6]([O:7][CH2:8][CH2:9][C:10]([O:12][CH3:13])=[O:11])=[CH:5][CH:4]=1.CCN(C(C)C)C(C)C.[C:25]([O:29][C:30]([NH:32][CH2:33][C:34]1[CH:42]=[CH:41][C:37]([C:38](O)=[O:39])=[CH:36][CH:35]=1)=[O:31])([CH3:28])([CH3:27])[CH3:26].CN(C(ON1N=NC2C=CC=NC1=2)=[N+](C)C)C.F[P-](F)(F)(F)(F)F. (4) Given the product [CH3:3][O:4][C:5](=[O:13])/[CH:6]=[CH:23]/[C:20]1([C:15]2([CH3:14])[O:16][CH2:17][CH2:18][O:19]2)[CH2:21][CH2:22]1, predict the reactants needed to synthesize it. The reactants are: [H-].[Na+].[CH3:3][O:4][C:5](=[O:13])[CH2:6]P(OC)(OC)=O.[CH3:14][C:15]1([C:20]2([CH:23]=O)[CH2:22][CH2:21]2)[O:19][CH2:18][CH2:17][O:16]1. (5) Given the product [Cl:1][C:2]1[CH:3]=[C:4]([NH:8][C:9](=[O:37])[NH:10][C:11]2[CH:12]=[CH:13][C:14]([C:17]3[C:18]4[S:25][CH:24]=[C:23]([C:26]5[CH:27]=[CH:28][C:29]([CH2:32][CH2:33][C:34]([NH2:46])=[O:36])=[CH:30][CH:31]=5)[C:19]=4[N:20]=[CH:21][N:22]=3)=[CH:15][CH:16]=2)[CH:5]=[CH:6][CH:7]=1, predict the reactants needed to synthesize it. The reactants are: [Cl:1][C:2]1[CH:3]=[C:4]([NH:8][C:9](=[O:37])[NH:10][C:11]2[CH:16]=[CH:15][C:14]([C:17]3[C:18]4[S:25][CH:24]=[C:23]([C:26]5[CH:31]=[CH:30][C:29]([CH2:32][CH2:33][C:34]([OH:36])=O)=[CH:28][CH:27]=5)[C:19]=4[N:20]=[CH:21][N:22]=3)=[CH:13][CH:12]=2)[CH:5]=[CH:6][CH:7]=1.O1CCOCC1.N.C[N:46](C(ON1N=NC2C=CC=NC1=2)=[N+](C)C)C.F[P-](F)(F)(F)(F)F.C(N(CC)C(C)C)(C)C.